From a dataset of Catalyst prediction with 721,799 reactions and 888 catalyst types from USPTO. Predict which catalyst facilitates the given reaction. (1) Reactant: C1N=CN(C(N2C=NC=C2)=O)C=1.[CH:13]1[C:18]([C:19]2[CH:20]=[CH:21][C:22]([F:26])=[CH:23][C:24]=2[F:25])=[CH:17][C:16]([C:27]([OH:29])=[O:28])=[C:15]([OH:30])[CH:14]=1.[CH2:31](O)[CH2:32][CH3:33].O. Product: [F:25][C:24]1[CH:23]=[C:22]([F:26])[CH:21]=[CH:20][C:19]=1[C:18]1[CH:13]=[CH:14][C:15]([OH:30])=[C:16]([C:27]([O:29][CH2:31][CH2:32][CH3:33])=[O:28])[CH:17]=1. The catalyst class is: 3. (2) Reactant: C(Cl)(=O)C(Cl)=O.[CH:7]1([C:13]2[CH:21]=[CH:20][C:16]([C:17]([OH:19])=O)=[CH:15][CH:14]=2)[CH2:12][CH2:11][CH2:10][CH2:9][CH2:8]1.[CH3:22][N:23]([CH:34]1[CH2:39][CH2:38][N:37]([CH3:40])[CH2:36][CH2:35]1)[C:24]1[O:25][C:26]2[CH:32]=[CH:31][C:30]([NH2:33])=[CH:29][C:27]=2[N:28]=1.N1C=CC=CC=1. Product: [CH:7]1([C:13]2[CH:14]=[CH:15][C:16]([C:17]([NH:33][C:30]3[CH:31]=[CH:32][C:26]4[O:25][C:24]([N:23]([CH3:22])[CH:34]5[CH2:35][CH2:36][N:37]([CH3:40])[CH2:38][CH2:39]5)=[N:28][C:27]=4[CH:29]=3)=[O:19])=[CH:20][CH:21]=2)[CH2:8][CH2:9][CH2:10][CH2:11][CH2:12]1. The catalyst class is: 85. (3) Reactant: Cl[C:2]1[CH:9]=[CH:8][C:5]([C:6]#[N:7])=[CH:4][CH:3]=1.[NH:10]1[CH2:15][CH2:14][O:13][CH2:12][CH2:11]1.CC(C)([O-])C.[Na+].C1(C(C2C=CC=CC=2)=C(P(C2CCCCC2)C2CCCCC2)C)C=CC=CC=1.[Cl-].[NH4+]. Product: [C:6]([C:5]1[CH:8]=[CH:9][C:2]([N:10]2[CH2:15][CH2:14][O:13][CH2:12][CH2:11]2)=[CH:3][CH:4]=1)#[N:7]. The catalyst class is: 487. (4) Reactant: [NH2:1][C:2]1[CH:7]=[CH:6][N:5]([CH:8]2[CH2:12][O:11][CH:10]([CH2:13][OH:14])[O:9]2)[C:4](=[O:15])[N:3]=1.[C:16]1([CH2:22][CH2:23][CH2:24][CH2:25][CH2:26][CH2:27][CH2:28][C:29]([OH:31])=O)[CH:21]=[CH:20][CH:19]=[CH:18][CH:17]=1.CCN=C=N[CH2:37][CH2:38][CH2:39]N(C)C.[C:43]([O-:46])(O)=O.[Na+]. Product: [O:15]=[C:4]1[N:3]=[C:2]([NH:1][C:43](=[O:46])[CH2:22][CH2:23][CH2:24][CH2:25][CH2:26][CH2:27][CH2:28][C:37]2[CH:38]=[CH:39][CH:21]=[CH:16][CH:17]=2)[CH:7]=[CH:6][N:5]1[CH:8]1[CH2:12][O:11][CH:10]([CH2:13][O:14][C:29](=[O:31])[CH2:28][CH2:27][CH2:26][CH2:25][CH2:24][CH2:23][CH2:22][C:16]2[CH:17]=[CH:18][CH:19]=[CH:20][CH:21]=2)[O:9]1. The catalyst class is: 241. (5) The catalyst class is: 5. Product: [OH:1][C:2]1[CH:9]=[CH:8][C:5]([CH2:6][N:13]2[CH2:12][CH2:11][N:10]([C:16]([O:18][C:19]([CH3:22])([CH3:21])[CH3:20])=[O:17])[CH2:15][CH2:14]2)=[CH:4][CH:3]=1. Reactant: [OH:1][C:2]1[CH:9]=[CH:8][C:5]([CH:6]=O)=[CH:4][CH:3]=1.[N:10]1([C:16]([O:18][C:19]([CH3:22])([CH3:21])[CH3:20])=[O:17])[CH2:15][CH2:14][NH:13][CH2:12][CH2:11]1.[BH3-]C#N.[Na+]. (6) Reactant: [CH3:1][C:2]1[O:6][N:5]=[C:4]([C:7]2[CH:12]=[CH:11][C:10]([NH2:13])=[CH:9][CH:8]=2)[N:3]=1.[F:14][C:15]1[C:24]([CH:25]=O)=[CH:23][C:22]([O:27][CH3:28])=[C:21]2[C:16]=1[CH2:17][CH2:18][CH2:19][O:20]2.FC(F)(F)C(O)=O.[C:36](C1C=CC(NC(C2C=C(OC)C(OC)=CC=2F)C2NC(=O)N(C3C=CC=CC=3C(O)=O)N=2)=CC=1)(=N)[NH2:37].C[Si](C#N)(C)C.C(S([O-])(=O)=O)(F)(F)F.C(S([O-])(=O)=O)(F)(F)F.C(S([O-])(=O)=O)(F)(F)F.[Yb+3]. Product: [F:14][C:15]1[C:24]([CH:25]([NH:13][C:10]2[CH:11]=[CH:12][C:7]([C:4]3[N:3]=[C:2]([CH3:1])[O:6][N:5]=3)=[CH:8][CH:9]=2)[C:36]#[N:37])=[CH:23][C:22]([O:27][CH3:28])=[C:21]2[C:16]=1[CH2:17][CH2:18][CH2:19][O:20]2. The catalyst class is: 1. (7) The catalyst class is: 98. Product: [Cl:13][C:14]1[CH:21]=[CH:20][C:11]([CH2:12][NH:8][C:1]([N:3]2[CH2:4][CH2:47][CH:42]([O:41][C:40]3[CH:39]=[CH:38][C:37]([Cl:36])=[CH:49][CH:48]=3)[CH2:6][CH2:7]2)=[O:2])=[C:16]([S:22]([CH3:25])(=[O:24])=[O:23])[CH:15]=1. Reactant: [C:1]([N:8]1[CH:12]=[CH:11]N=C1)([N:3]1[CH:7]=[CH:6]N=[CH:4]1)=[O:2].[Cl:13][C:14]1[CH:21]=[CH:20]C(CN)=[C:16]([S:22]([CH3:25])(=[O:24])=[O:23])[CH:15]=1.C(N(C(C)C)CC)(C)C.Cl.[Cl:36][C:37]1[CH:49]=[CH:48][C:40]([O:41][CH:42]2[CH2:47]CNCC2)=[CH:39][CH:38]=1. (8) Reactant: [CH2:1]([O:8][C:9]1[CH:10]=[CH:11][CH:12]=[C:13]2[C:17]=1[NH:16][CH:15]=[CH:14]2)[C:2]1[CH:7]=[CH:6][CH:5]=[CH:4][CH:3]=1.[OH-].[K+].S([O-])([O-])(=O)=O.[Na+].[Na+].S(OC)(O[CH3:31])(=O)=O. Product: [CH2:1]([O:8][C:9]1[CH:10]=[CH:11][CH:12]=[C:13]2[C:17]=1[N:16]([CH3:31])[CH:15]=[CH:14]2)[C:2]1[CH:7]=[CH:6][CH:5]=[CH:4][CH:3]=1. The catalyst class is: 412. (9) The catalyst class is: 5. Reactant: [F:1][CH:2]([P:8](=[O:15])([O:12][CH2:13][CH3:14])[O:9][CH2:10][CH3:11])[CH2:3][C@H:4]([OH:7])[CH2:5]O. Product: [F:1][CH:2]([P:8](=[O:15])([O:12][CH2:13][CH3:14])[O:9][CH2:10][CH3:11])[CH2:3][CH:4]1[O:7][CH2:5]1. (10) Reactant: [CH3:1][C:2]1[CH:3]=[C:4]([CH:21]=[CH:22][CH:23]=1)[C:5]([NH:7][C@@H:8]([CH2:12][CH2:13][CH2:14][C:15]1[CH:20]=[CH:19][CH:18]=[CH:17][CH:16]=1)[C:9]([OH:11])=O)=[O:6].C1C=CC2N(O)N=NC=2C=1.CC(C)N=C=NC(C)C.[CH3:43][O:44][C:45]1[CH:50]=[CH:49][C:48]([NH:51][CH2:52][CH2:53][NH2:54])=[CH:47][CH:46]=1. Product: [CH3:43][O:44][C:45]1[CH:50]=[CH:49][C:48]([NH:51][CH2:52][CH2:53][NH:54][C:9]([C@@H:8]([NH:7][C:5](=[O:6])[C:4]2[CH:21]=[CH:22][CH:23]=[C:2]([CH3:1])[CH:3]=2)[CH2:12][CH2:13][CH2:14][C:15]2[CH:20]=[CH:19][CH:18]=[CH:17][CH:16]=2)=[O:11])=[CH:47][CH:46]=1. The catalyst class is: 2.